This data is from Forward reaction prediction with 1.9M reactions from USPTO patents (1976-2016). The task is: Predict the product of the given reaction. (1) Given the reactants [C:1]([O:5][C:6]([N:8]1[CH2:13][CH2:12][CH:11]([CH2:14][CH:15]=[CH:16][C:17]2[CH:22]=[CH:21][N:20]=[CH:19][CH:18]=2)[CH2:10][CH2:9]1)=[O:7])([CH3:4])([CH3:3])[CH3:2].[H][H], predict the reaction product. The product is: [C:1]([O:5][C:6]([N:8]1[CH2:13][CH2:12][CH:11]([CH2:14][CH2:15][CH2:16][C:17]2[CH:22]=[CH:21][N:20]=[CH:19][CH:18]=2)[CH2:10][CH2:9]1)=[O:7])([CH3:4])([CH3:2])[CH3:3]. (2) Given the reactants [H-].[Na+].[C:3]([O:7][C:8](=[O:23])[NH:9][C:10]1[C:11]([C:16]2[CH:21]=[CH:20][CH:19]=[CH:18][C:17]=2[CH3:22])=[N:12][CH:13]=[N:14][CH:15]=1)([CH3:6])([CH3:5])[CH3:4].IC.[C:26](=O)(O)[O-].[Na+], predict the reaction product. The product is: [C:3]([O:7][C:8](=[O:23])[N:9]([CH3:26])[C:10]1[C:11]([C:16]2[CH:21]=[CH:20][CH:19]=[CH:18][C:17]=2[CH3:22])=[N:12][CH:13]=[N:14][CH:15]=1)([CH3:6])([CH3:5])[CH3:4].